Dataset: NCI-60 drug combinations with 297,098 pairs across 59 cell lines. Task: Regression. Given two drug SMILES strings and cell line genomic features, predict the synergy score measuring deviation from expected non-interaction effect. Synergy scores: CSS=55.4, Synergy_ZIP=-5.27, Synergy_Bliss=-0.580, Synergy_Loewe=0.171, Synergy_HSA=3.25. Drug 1: COC1=C(C=C2C(=C1)N=CN=C2NC3=CC(=C(C=C3)F)Cl)OCCCN4CCOCC4. Cell line: RXF 393. Drug 2: C1CC(C1)(C(=O)O)C(=O)O.[NH2-].[NH2-].[Pt+2].